Dataset: Full USPTO retrosynthesis dataset with 1.9M reactions from patents (1976-2016). Task: Predict the reactants needed to synthesize the given product. (1) Given the product [Br:1][C:2]1[CH:7]=[N:6][C:5]2[O:8][CH2:18][N:13]3[C:12]4[CH2:14][CH2:15][CH2:16][CH2:17][C:11]=4[N:10]=[C:9]3[C:4]=2[CH:3]=1, predict the reactants needed to synthesize it. The reactants are: [Br:1][C:2]1[CH:3]=[C:4]([C:9]2[NH:13][C:12]3[CH2:14][CH2:15][CH2:16][CH2:17][C:11]=3[N:10]=2)[C:5]([OH:8])=[N:6][CH:7]=1.[C:18](=O)([O-])[O-].[Cs+].[Cs+].ClCI. (2) Given the product [NH2:18][C:10]1[C:11]2[C:16](=[CH:15][CH:14]=[CH:13][C:12]=2[F:17])[C:8]([C:26]2[CH:31]=[C:30]([C:32]([F:34])([F:35])[F:33])[C:29](=[O:36])[N:28]([CH3:37])[CH:27]=2)([C:4]2[CH:3]=[CH:2][CH:7]=[C:6]([C:42]3[CH:43]=[N:38][CH:39]=[N:40][CH:41]=3)[CH:5]=2)[N:9]=1, predict the reactants needed to synthesize it. The reactants are: Br[C:2]1[CH:3]=[C:4]([C:8]2([C:26]3[CH:31]=[C:30]([C:32]([F:35])([F:34])[F:33])[C:29](=[O:36])[N:28]([CH3:37])[CH:27]=3)[C:16]3[C:11](=[C:12]([F:17])[CH:13]=[CH:14][CH:15]=3)[C:10]([NH:18]C(=O)OC(C)(C)C)=[N:9]2)[CH:5]=[CH:6][CH:7]=1.[N:38]1[CH:43]=[C:42](B(O)O)[CH:41]=[N:40][CH:39]=1.